Predict the reaction yield, written as a fraction of the theoretical maximum amount of product (1.0 means a 100% yield; for example, 0.34 means a 34% yield). From a dataset of Reaction yield outcomes from USPTO patents with 853,638 reactions. (1) The yield is 0.340. The product is [Si:10]([O:23][C:24]1[CH:25]=[C:26]([C:32]2[CH:37]=[CH:36][CH:35]=[C:34]([C:38]3([CH:50]([C:47]4[CH:48]=[CH:49][N:44]=[CH:45][CH:46]=4)[OH:51])[S:39][CH2:40][CH2:41][CH2:42][S:43]3)[CH:33]=2)[CH:27]=[C:28]([O:30][CH3:31])[CH:29]=1)([C:6]([CH3:9])([CH3:7])[CH3:8])([C:11]1[CH:12]=[CH:13][CH:14]=[CH:15][CH:16]=1)[C:17]1[CH:18]=[CH:19][CH:20]=[CH:21][CH:22]=1. The catalyst is O1CCCC1. The reactants are C([Li])CCC.[C:6]([Si:10]([O:23][C:24]1[CH:25]=[C:26]([C:32]2[CH:37]=[CH:36][CH:35]=[C:34]([CH:38]3[S:43][CH2:42][CH2:41][CH2:40][S:39]3)[CH:33]=2)[CH:27]=[C:28]([O:30][CH3:31])[CH:29]=1)([C:17]1[CH:22]=[CH:21][CH:20]=[CH:19][CH:18]=1)[C:11]1[CH:16]=[CH:15][CH:14]=[CH:13][CH:12]=1)([CH3:9])([CH3:8])[CH3:7].[N:44]1[CH:49]=[CH:48][C:47]([CH:50]=[O:51])=[CH:46][CH:45]=1. (2) The reactants are O1CCCC1.[C:6]1([CH3:23])[CH:11]=[CH:10][C:9]([O:12][C:13]2[S:17][C:16]([CH2:18][C:19](Cl)=[N:20][OH:21])=[CH:15][CH:14]=2)=[CH:8][CH:7]=1.[C:24]([C:26]1[C:27]([NH2:32])=[N:28][CH:29]=[CH:30][CH:31]=1)#[CH:25].C(N(CC)CC)C. The catalyst is O. The product is [C:6]1([CH3:23])[CH:11]=[CH:10][C:9]([O:12][C:13]2[S:17][C:16]([CH2:18][C:19]3[CH:25]=[C:24]([C:26]4[C:27]([NH2:32])=[N:28][CH:29]=[CH:30][CH:31]=4)[O:21][N:20]=3)=[CH:15][CH:14]=2)=[CH:8][CH:7]=1. The yield is 0.0165. (3) The reactants are [Cl:1][C:2]1[CH:7]=[CH:6][N:5]=[C:4]2[CH:8]=[C:9]([C:11]([OH:13])=O)[S:10][C:3]=12.[CH3:14][N:15]([CH3:21])[CH2:16][CH2:17][CH2:18][NH:19][CH3:20].CCN(CC)CC. The catalyst is O=S(Cl)Cl. The product is [Cl:1][C:2]1[CH:7]=[CH:6][N:5]=[C:4]2[CH:8]=[C:9]([C:11]([N:19]([CH2:18][CH2:17][CH2:16][N:15]([CH3:21])[CH3:14])[CH3:20])=[O:13])[S:10][C:3]=12. The yield is 0.770. (4) The reactants are O=[C:2]1[CH2:7][CH2:6][N:5]([C:8]2[CH:13]=[CH:12][C:11]([N:14]3[CH2:18][C@H:17]([CH2:19][NH:20][C:21](=[O:23])[CH3:22])[O:16][C:15]3=[O:24])=[CH:10][C:9]=2[F:25])[CH2:4][CH2:3]1.[C-:26]#[N:27].[Na+].[NH2:29][C:30]1[CH:35]=[CH:34][CH:33]=[CH:32][CH:31]=1. The catalyst is C(O)(=O)C. The product is [C:30]1([NH:29][C:2]2([C:26]#[N:27])[CH2:3][CH2:4][N:5]([C:8]3[CH:13]=[CH:12][C:11]([N:14]4[CH2:18][C@H:17]([CH2:19][NH:20][C:21](=[O:23])[CH3:22])[O:16][C:15]4=[O:24])=[CH:10][C:9]=3[F:25])[CH2:6][CH2:7]2)[CH:35]=[CH:34][CH:33]=[CH:32][CH:31]=1. The yield is 0.510. (5) The reactants are [C:1]([C:3]1[CH:8]=[CH:7][C:6]([CH2:9][N:10]2[CH2:15][CH2:14][N:13](C(OCC3C=CC=CC=3)=O)[CH2:12][C:11]2=[O:26])=[CH:5][CH:4]=1)#[N:2]. The catalyst is CO.[Pd]. The product is [O:26]=[C:11]1[CH2:12][NH:13][CH2:14][CH2:15][N:10]1[CH2:9][C:6]1[CH:7]=[CH:8][C:3]([C:1]#[N:2])=[CH:4][CH:5]=1. The yield is 0.970. (6) The reactants are Cl.[NH2:2][CH2:3][CH:4]1[CH2:16][N:14]2[C:15]3[C:10]([C:11](=[O:18])[NH:12][C:13]2=[O:17])=[CH:9][CH:8]=[CH:7][C:6]=3[CH2:5]1.CCN=C=NCCCN(C)C.Cl.ON1C2C=CC=CC=2N=N1.[C:41](O)(=[O:48])[C:42]1[CH:47]=[CH:46][CH:45]=[CH:44][CH:43]=1.C(N(CC)CC)C.S([O-])(O)(=O)=O.[K+]. The catalyst is CN(C)C=O. The product is [O:18]=[C:11]1[C:10]2[C:15]3=[C:6]([CH2:5][CH:4]([CH2:3][NH:2][C:41](=[O:48])[C:42]4[CH:47]=[CH:46][CH:45]=[CH:44][CH:43]=4)[CH2:16][N:14]3[C:13](=[O:17])[NH:12]1)[CH:7]=[CH:8][CH:9]=2. The yield is 0.800. (7) The reactants are [Cl:1][C:2]1[CH:7]=[CH:6][C:5]([S:8]([CH:11]([C:19]2[CH:24]=[C:23]([F:25])[CH:22]=[CH:21][C:20]=2[F:26])[CH2:12][CH2:13][CH2:14][CH2:15][CH2:16][CH2:17]O)(=[O:10])=[O:9])=[CH:4][CH:3]=1.C(C=P(CCCC)(CCCC)CCCC)#N. The catalyst is C1(C)C=CC=CC=1.CCCCCC. The product is [Cl:1][C:2]1[CH:7]=[CH:6][C:5]([S:8]([C:11]2([C:19]3[CH:24]=[C:23]([F:25])[CH:22]=[CH:21][C:20]=3[F:26])[CH2:17][CH2:16][CH2:15][CH2:14][CH2:13][CH2:12]2)(=[O:10])=[O:9])=[CH:4][CH:3]=1. The yield is 0.580.